Task: Predict the reactants needed to synthesize the given product.. Dataset: Full USPTO retrosynthesis dataset with 1.9M reactions from patents (1976-2016) (1) Given the product [Cl:18][C:17]1[C:12]([O:11][C:8]2[CH:7]=[CH:6][C:5]([C:4]([C:28]3[NH:27][C:31]4[CH:32]=[C:33]([F:36])[CH:34]=[CH:35][C:30]=4[N:29]=3)=[O:19])=[CH:10][CH:9]=2)=[N:13][CH:14]=[CH:15][N:16]=1, predict the reactants needed to synthesize it. The reactants are: C(O[C:4](=[O:19])[C:5]1[CH:10]=[CH:9][C:8]([O:11][C:12]2[C:17]([Cl:18])=[N:16][CH:15]=[CH:14][N:13]=2)=[CH:7][CH:6]=1)C.C(OC([N:27]1[C:31]2[CH:32]=[C:33]([F:36])[CH:34]=[CH:35][C:30]=2[N:29]=[CH:28]1)=O)(C)(C)C.[Li+].C[Si]([N-][Si](C)(C)C)(C)C. (2) Given the product [Br:1][C:2]1[C:3]([CH3:13])=[CH:4][C:5]([C:8]2[N:9]=[N:10][N:11]([CH3:14])[N:12]=2)=[N:6][CH:7]=1, predict the reactants needed to synthesize it. The reactants are: [Br:1][C:2]1[C:3]([CH3:13])=[CH:4][C:5]([C:8]2[N:9]=[N:10][NH:11][N:12]=2)=[N:6][CH:7]=1.[CH3:14][Si](C=[N+]=[N-])(C)C. (3) The reactants are: Cl[C:2]1[CH:7]=[N:6][CH:5]=[C:4]([Cl:8])[N:3]=1.[CH3:9][O:10][CH2:11][CH:12]1[CH2:16][CH2:15][CH2:14][NH:13]1.C(=O)([O-])[O-].[K+].[K+].O. Given the product [Cl:8][C:4]1[CH:5]=[N:6][CH:7]=[C:2]([N:13]2[CH2:14][CH2:15][CH2:16][CH:12]2[CH2:11][O:10][CH3:9])[N:3]=1, predict the reactants needed to synthesize it. (4) The reactants are: [OH:1][C:2]1[CH:7]=[C:6]([CH3:8])[C:5]([C:9]2[N:10]=[C:11]([NH:14][C:15](=[O:22])[C:16]3[CH:21]=[CH:20][N:19]=[CH:18][CH:17]=3)[S:12][CH:13]=2)=[C:4]([CH3:23])[CH:3]=1.C(=O)([O-])[O-].[Cs+].[Cs+].Br[C:31]1[CH:32]=[CH:33][C:34]([OH:37])=[N:35][CH:36]=1. Given the product [OH:37][C:34]1[N:35]=[CH:36][C:31]([O:1][C:2]2[CH:3]=[C:4]([CH3:23])[C:5]([C:9]3[N:10]=[C:11]([NH:14][C:15](=[O:22])[C:16]4[CH:21]=[CH:20][N:19]=[CH:18][CH:17]=4)[S:12][CH:13]=3)=[C:6]([CH3:8])[CH:7]=2)=[CH:32][CH:33]=1, predict the reactants needed to synthesize it. (5) The reactants are: [CH3:1][C:2]1[CH:24]=[C:23]([C:25]([NH:27][CH2:28][C:29]2[CH:34]=[CH:33][CH:32]=[C:31]([OH:35])[CH:30]=2)=[O:26])[CH:22]=[C:21]([CH3:36])[C:3]=1[C:4]([NH:6][C@H:7]([C:17]([O:19][CH3:20])=[O:18])[CH2:8][NH:9]C(OC(C)(C)C)=O)=[O:5]. Given the product [NH2:9][CH2:8][C@@H:7]([C:17]([O:19][CH3:20])=[O:18])[NH:6][C:4](=[O:5])[C:3]1[C:2]([CH3:1])=[CH:24][C:23]([C:25]([NH:27][CH2:28][C:29]2[CH:34]=[CH:33][CH:32]=[C:31]([OH:35])[CH:30]=2)=[O:26])=[CH:22][C:21]=1[CH3:36], predict the reactants needed to synthesize it.